Task: Predict the reactants needed to synthesize the given product.. Dataset: Full USPTO retrosynthesis dataset with 1.9M reactions from patents (1976-2016) (1) Given the product [Cl:11][C:12]1[CH:13]=[CH:14][C:15]([NH:18][C:19]([CH:21]2[CH2:26][C:25](=[O:27])[CH2:24][N:23]([C:28]([O:30][C:31]([CH3:34])([CH3:33])[CH3:32])=[O:29])[CH2:22]2)=[O:20])=[CH:16][CH:17]=1, predict the reactants needed to synthesize it. The reactants are: C(Cl)(=O)C(Cl)=O.CS(C)=O.[Cl:11][C:12]1[CH:17]=[CH:16][C:15]([NH:18][C:19]([CH:21]2[CH2:26][CH:25]([OH:27])[CH2:24][N:23]([C:28]([O:30][C:31]([CH3:34])([CH3:33])[CH3:32])=[O:29])[CH2:22]2)=[O:20])=[CH:14][CH:13]=1.C(=O)(O)[O-].[Na+]. (2) Given the product [CH2:1]([N:3]1[C:9](=[O:10])[C:8]([CH3:12])([CH3:11])[C:7](=[O:13])[N:6]([CH3:14])[C:5]2[CH:15]=[C:16]([OH:19])[CH:17]=[CH:18][C:4]1=2)[CH3:2], predict the reactants needed to synthesize it. The reactants are: [CH2:1]([N:3]1[C:9](=[O:10])[C:8]([CH3:12])([CH3:11])[C:7](=[O:13])[N:6]([CH3:14])[C:5]2[CH:15]=[C:16]([O:19]CC3C=CC=CC=3)[CH:17]=[CH:18][C:4]1=2)[CH3:2]. (3) Given the product [C:19]([O:23][C:24]([N:8]1[C:9]2[C:5](=[CH:4][CH:3]=[C:2]([Cl:1])[CH:10]=2)/[C:6](=[CH:12]/[C:13]2[O:14][C:15]([Cl:18])=[CH:16][CH:17]=2)/[C:7]1=[O:11])=[O:25])([CH3:22])([CH3:21])[CH3:20], predict the reactants needed to synthesize it. The reactants are: [Cl:1][C:2]1[CH:10]=[C:9]2[C:5](/[C:6](=[CH:12]/[C:13]3[O:14][C:15]([Cl:18])=[CH:16][CH:17]=3)/[C:7](=[O:11])[NH:8]2)=[CH:4][CH:3]=1.[C:19]([O:23][C:24](O[C:24]([O:23][C:19]([CH3:22])([CH3:21])[CH3:20])=[O:25])=[O:25])([CH3:22])([CH3:21])[CH3:20].